Predict the product of the given reaction. From a dataset of Forward reaction prediction with 1.9M reactions from USPTO patents (1976-2016). (1) Given the reactants [C:1]([O:5][C:6](=[O:32])[NH:7][CH2:8][C:9]1([C:25]2[CH:30]=[CH:29][CH:28]=[C:27]([Cl:31])[CH:26]=2)[CH2:14][CH2:13][CH:12]([N:15]2[C:20](=[O:21])[CH:19]=[CH:18][C:17]([N:22]=[N+:23]=[N-:24])=[N:16]2)[CH2:11][CH2:10]1)([CH3:4])([CH3:3])[CH3:2].[CH:33]#[C:34][CH2:35][CH2:36][CH3:37].O=C1O[C@H]([C@H](CO)O)C([O-])=C1O.[Na+], predict the reaction product. The product is: [C:1]([O:5][C:6](=[O:32])[NH:7][CH2:8][C:9]1([C:25]2[CH:30]=[CH:29][CH:28]=[C:27]([Cl:31])[CH:26]=2)[CH2:14][CH2:13][CH:12]([N:15]2[C:20](=[O:21])[CH:19]=[CH:18][C:17]([N:22]3[CH:33]=[C:34]([CH2:35][CH2:36][CH3:37])[NH:24][NH:23]3)=[N:16]2)[CH2:11][CH2:10]1)([CH3:4])([CH3:2])[CH3:3]. (2) Given the reactants [Br:1][C:2]1[CH:15]=[C:14]2[C:5]([O:6][C:7]3(N4CCOCC4)[CH:12]([CH:13]2[OH:16])[CH2:11][C:10]2([O:20][CH2:19][CH2:18][O:17]2)[CH2:9][CH2:8]3)=[CH:4][CH:3]=1.CC(OI1(OC(C)=O)(OC(C)=O)OC(=O)C2C=CC=CC1=2)=O, predict the reaction product. The product is: [Br:1][C:2]1[CH:15]=[C:14]2[C:5]([O:6][C:7]3[CH2:8][CH2:9][C:10]4([O:20][CH2:19][CH2:18][O:17]4)[CH2:11][C:12]=3[C:13]2=[O:16])=[CH:4][CH:3]=1. (3) Given the reactants [C:1]([O:5][C:6]([N:8]1[CH2:12][CH2:11][CH:10](OS(C2C=CC(C)=CC=2)(=O)=O)[CH2:9]1)=[O:7])([CH3:4])([CH3:3])[CH3:2].[SH:24][C:25]1[CH:30]=[CH:29][C:28]([OH:31])=[CH:27][CH:26]=1.C([O-])([O-])=O.[Na+].[Na+], predict the reaction product. The product is: [C:1]([O:5][C:6]([N:8]1[CH2:12][CH2:11][CH:10]([S:24][C:25]2[CH:30]=[CH:29][C:28]([OH:31])=[CH:27][CH:26]=2)[CH2:9]1)=[O:7])([CH3:2])([CH3:3])[CH3:4].